Task: Regression. Given two drug SMILES strings and cell line genomic features, predict the synergy score measuring deviation from expected non-interaction effect.. Dataset: NCI-60 drug combinations with 297,098 pairs across 59 cell lines (1) Drug 1: CS(=O)(=O)C1=CC(=C(C=C1)C(=O)NC2=CC(=C(C=C2)Cl)C3=CC=CC=N3)Cl. Drug 2: C(CCl)NC(=O)N(CCCl)N=O. Cell line: NCI-H226. Synergy scores: CSS=13.3, Synergy_ZIP=-1.34, Synergy_Bliss=4.10, Synergy_Loewe=2.44, Synergy_HSA=3.20. (2) Drug 1: CN1C2=C(C=C(C=C2)N(CCCl)CCCl)N=C1CCCC(=O)O.Cl. Drug 2: C1=NC2=C(N=C(N=C2N1C3C(C(C(O3)CO)O)F)Cl)N. Cell line: MCF7. Synergy scores: CSS=-2.62, Synergy_ZIP=0.796, Synergy_Bliss=1.33, Synergy_Loewe=-0.551, Synergy_HSA=-0.816. (3) Drug 1: CNC(=O)C1=NC=CC(=C1)OC2=CC=C(C=C2)NC(=O)NC3=CC(=C(C=C3)Cl)C(F)(F)F. Drug 2: CC(C)NC(=O)C1=CC=C(C=C1)CNNC.Cl. Cell line: CCRF-CEM. Synergy scores: CSS=1.18, Synergy_ZIP=-0.369, Synergy_Bliss=-0.101, Synergy_Loewe=0.196, Synergy_HSA=-0.0744. (4) Drug 1: C(CN)CNCCSP(=O)(O)O. Drug 2: N.N.Cl[Pt+2]Cl. Cell line: OVCAR-5. Synergy scores: CSS=48.6, Synergy_ZIP=0.117, Synergy_Bliss=-4.16, Synergy_Loewe=-5.96, Synergy_HSA=1.58. (5) Drug 1: CC(CN1CC(=O)NC(=O)C1)N2CC(=O)NC(=O)C2. Drug 2: N.N.Cl[Pt+2]Cl. Cell line: A549. Synergy scores: CSS=28.2, Synergy_ZIP=-1.13, Synergy_Bliss=-3.02, Synergy_Loewe=-7.56, Synergy_HSA=-3.84.